Dataset: Forward reaction prediction with 1.9M reactions from USPTO patents (1976-2016). Task: Predict the product of the given reaction. (1) Given the reactants [Cl:1][C:2]1[C:11]2[O:10][C:9]([CH3:13])([CH3:12])[CH:8]=[CH:7][C:6]=2[C:5]([C:14](OC)=[O:15])=[CH:4][CH:3]=1, predict the reaction product. The product is: [Cl:1][C:2]1[CH:3]=[CH:4][C:5]([CH2:14][OH:15])=[C:6]2[C:11]=1[O:10][C:9]([CH3:12])([CH3:13])[CH:8]=[CH:7]2. (2) Given the reactants [CH:1]([C:3]1[CH:4]=[N:5][CH:6]=[CH:7][C:8]=1[NH:9]C(=O)C(C)(C)C)=[O:2], predict the reaction product. The product is: [NH2:9][C:8]1[CH:7]=[CH:6][N:5]=[CH:4][C:3]=1[CH:1]=[O:2]. (3) Given the reactants C[N:2]([C:4]([NH:6][C:7]([NH2:9])=[NH:8])=[NH:5])[CH3:3].[F:10][C:11]([F:34])([F:33])[C:12]([F:32])([F:31])[C:13]([F:30])([F:29])[C:14](OC(=O)C(F)(F)C(F)(F)C(F)(F)F)=[O:15].[C:35]1(C)C=CC=CC=1, predict the reaction product. The product is: [F:31][C:12]([F:32])([C:11]([F:34])([F:33])[F:10])[C:13]([F:30])([F:29])[C:14]([N:2]([CH3:3])[C:4]([N:6]([CH3:35])[C:7](=[NH:8])[NH2:9])=[NH:5])=[O:15]. (4) Given the reactants [CH3:1][C:2]1[C:7]([CH3:8])=[C:6]([O:9][CH2:10][CH:11]2[CH2:16][O:15][C:14]3([CH2:21][CH2:20][O:19][CH2:18][CH2:17]3)[O:13][CH2:12]2)[CH:5]=[CH:4][N+:3]=1[O-].C(OC(=O)C)(=[O:25])C.[OH-].[Na+], predict the reaction product. The product is: [CH3:8][C:7]1[C:2]([CH2:1][OH:25])=[N:3][CH:4]=[CH:5][C:6]=1[O:9][CH2:10][CH:11]1[CH2:16][O:15][C:14]2([CH2:21][CH2:20][O:19][CH2:18][CH2:17]2)[O:13][CH2:12]1. (5) Given the reactants Br[CH2:2][C:3]([O:5][C:6]([CH3:9])([CH3:8])[CH3:7])=[O:4].[CH3:10][O:11][C:12](=[O:43])[C:13]1[CH:18]=[C:17]([CH:19]2[CH2:24][CH2:23][CH2:22][CH2:21][CH2:20]2)[C:16]([C:25]2[CH:26]=[C:27]3[C:32](=[CH:33][CH:34]=2)[N:31]=[C:30]([C:35]2[S:39][C:38]([CH3:40])=[N:37][C:36]=2[CH3:41])[CH:29]=[CH:28]3)=[C:15](Br)[CH:14]=1, predict the reaction product. The product is: [CH3:10][O:11][C:12](=[O:43])[C:13]1[CH:18]=[C:17]([CH:19]2[CH2:20][CH2:21][CH2:22][CH2:23][CH2:24]2)[C:16]([C:25]2[CH:26]=[C:27]3[C:32](=[CH:33][CH:34]=2)[N:31]=[C:30]([C:35]2[S:39][C:38]([CH3:40])=[N:37][C:36]=2[CH3:41])[CH:29]=[CH:28]3)=[C:15]([CH2:2][C:3]([O:5][C:6]([CH3:9])([CH3:8])[CH3:7])=[O:4])[CH:14]=1. (6) Given the reactants P(=O)([O-])[O-:2].C([N-][CH:9]([CH3:11])C)(C)C.[Li+].[Cl:13][C:14]1[CH:19]=[CH:18][CH:17]=[CH:16][C:15]=1[C:20]1([CH:23]=O)[CH2:22][CH2:21]1.[OH2:25].[O:26]1[CH2:30][CH2:29][CH2:28][CH2:27]1, predict the reaction product. The product is: [CH2:9]([O:25][C:28](=[O:2])[C:27]([O:26][CH2:30][CH3:29])=[CH:23][C:20]1([C:15]2[CH:16]=[CH:17][CH:18]=[CH:19][C:14]=2[Cl:13])[CH2:21][CH2:22]1)[CH3:11]. (7) Given the reactants [CH2:1]([N:8]1[CH2:13][CH2:12][CH2:11][C:10]2([NH:18][C:17](=[O:19])[C:16]3[CH:20]=[C:21](/[CH:24]=[CH:25]/[C:26]([NH:28][O:29]C4CCCCO4)=[O:27])[CH:22]=[CH:23][C:15]=3[O:14]2)[CH2:9]1)[C:2]1[CH:7]=[CH:6][CH:5]=[CH:4][CH:3]=1.Cl, predict the reaction product. The product is: [CH2:1]([N:8]1[CH2:13][CH2:12][CH2:11][C:10]2([NH:18][C:17](=[O:19])[C:16]3[CH:20]=[C:21](/[CH:24]=[CH:25]/[C:26]([NH:28][OH:29])=[O:27])[CH:22]=[CH:23][C:15]=3[O:14]2)[CH2:9]1)[C:2]1[CH:7]=[CH:6][CH:5]=[CH:4][CH:3]=1.